From a dataset of Peptide-MHC class II binding affinity with 134,281 pairs from IEDB. Regression. Given a peptide amino acid sequence and an MHC pseudo amino acid sequence, predict their binding affinity value. This is MHC class II binding data. The peptide sequence is EKKYFAATQMEPLAA. The binding affinity (normalized) is 0.252. The MHC is HLA-DQA10501-DQB10301 with pseudo-sequence HLA-DQA10501-DQB10301.